This data is from Forward reaction prediction with 1.9M reactions from USPTO patents (1976-2016). The task is: Predict the product of the given reaction. Given the reactants [Cl:1][C:2]1[CH:7]=[C:6]([OH:8])[CH:5]=[CH:4][C:3]=1[CH:9]([CH3:26])[C:10]([C:16]1[CH:23]=[C:22]([CH3:24])[C:19]([C:20]#[N:21])=[C:18]([CH3:25])[CH:17]=1)([OH:15])[C:11]([F:14])([F:13])[F:12].[CH3:27][O:28][C:29](=[O:37])[C:30]1[CH:35]=[CH:34][C:33](Cl)=[N:32][CH:31]=1.C(=O)([O-])[O-].[Cs+].[Cs+].O, predict the reaction product. The product is: [CH3:27][O:28][C:29](=[O:37])[C:30]1[CH:35]=[CH:34][C:33]([O:8][C:6]2[CH:5]=[CH:4][C:3]([CH:9]([CH3:26])[C:10]([C:16]3[CH:17]=[C:18]([CH3:25])[C:19]([C:20]#[N:21])=[C:22]([CH3:24])[CH:23]=3)([OH:15])[C:11]([F:14])([F:12])[F:13])=[C:2]([Cl:1])[CH:7]=2)=[N:32][CH:31]=1.